Dataset: Catalyst prediction with 721,799 reactions and 888 catalyst types from USPTO. Task: Predict which catalyst facilitates the given reaction. (1) Reactant: [CH3:1][O:2][C:3](=[O:12])[CH2:4][C:5]1[CH:10]=[CH:9][C:8]([F:11])=[CH:7][CH:6]=1.[CH3:13][Si](C)(C)[N-][Si](C)(C)C.[Li+].CI. Product: [F:11][C:8]1[CH:9]=[CH:10][C:5]([CH:4]([CH3:13])[C:3]([O:2][CH3:1])=[O:12])=[CH:6][CH:7]=1. The catalyst class is: 7. (2) Reactant: [H-].C([Al+]CC(C)C)C(C)C.[Cl:11][C:12]1[C:17]([CH:18]=[C:19]([C:25]2[CH:30]=[CH:29][C:28]([F:31])=[CH:27][CH:26]=2)[C:20](OCC)=[O:21])=[CH:16][CH:15]=[CH:14][N:13]=1.CO. Product: [Cl:11][C:12]1[C:17](/[CH:18]=[C:19](\[C:25]2[CH:26]=[CH:27][C:28]([F:31])=[CH:29][CH:30]=2)/[CH2:20][OH:21])=[CH:16][CH:15]=[CH:14][N:13]=1. The catalyst class is: 359. (3) Reactant: [F:1][C:2]1[CH:7]=[C:6]([OH:8])[CH:5]=[CH:4][C:3]=1[NH:9][C:10](=[O:16])[O:11][C:12]([CH3:15])([CH3:14])[CH3:13].CC([O-])(C)C.[K+].[Cl:23][C:24]1[CH:29]=[C:28](F)[CH:27]=[CH:26][N:25]=1. Product: [Cl:23][C:24]1[CH:29]=[C:28]([O:8][C:6]2[CH:5]=[CH:4][C:3]([NH:9][C:10](=[O:16])[O:11][C:12]([CH3:13])([CH3:15])[CH3:14])=[C:2]([F:1])[CH:7]=2)[CH:27]=[CH:26][N:25]=1. The catalyst class is: 60. (4) Reactant: [CH2:1]([O:19][CH2:20][CH2:21][N:22]([CH2:28][CH2:29][O:30][CH2:31][CH2:32][CH2:33][CH2:34][CH2:35][CH2:36][CH2:37][CH2:38]/[CH:39]=[CH:40]\[CH2:41][CH2:42][CH2:43][CH2:44][CH2:45][CH2:46][CH2:47][CH3:48])[CH2:23][CH2:24][C:25](O)=[O:26])[CH2:2][CH2:3][CH2:4][CH2:5][CH2:6][CH2:7][CH2:8]/[CH:9]=[CH:10]\[CH2:11][CH2:12][CH2:13][CH2:14][CH2:15][CH2:16][CH2:17][CH3:18].F[P-](F)(F)(F)(F)F.[N:56]1(OC(N(C)C)=[N+](C)C)C2N=CC=CC=2N=N1.CO.N.C(N(C(C)C)CC)(C)C. Product: [CH2:1]([O:19][CH2:20][CH2:21][N:22]([CH2:28][CH2:29][O:30][CH2:31][CH2:32][CH2:33][CH2:34][CH2:35][CH2:36][CH2:37][CH2:38]/[CH:39]=[CH:40]\[CH2:41][CH2:42][CH2:43][CH2:44][CH2:45][CH2:46][CH2:47][CH3:48])[CH2:23][CH2:24][C:25]([NH2:56])=[O:26])[CH2:2][CH2:3][CH2:4][CH2:5][CH2:6][CH2:7][CH2:8]/[CH:9]=[CH:10]\[CH2:11][CH2:12][CH2:13][CH2:14][CH2:15][CH2:16][CH2:17][CH3:18]. The catalyst class is: 22. (5) Reactant: [F:1][C:2]1[CH:3]=[C:4]([N+:9]([O-:11])=[O:10])[CH:5]=[CH:6][C:7]=1F.[CH3:12][C:13]1[N:17]=[CH:16][NH:15][N:14]=1.O.O.O.P([O-])([O-])(O)=O.[K+].[K+]. Product: [F:1][C:2]1[CH:3]=[C:4]([N+:9]([O-:11])=[O:10])[CH:5]=[CH:6][C:7]=1[N:15]1[CH:16]=[N:17][C:13]([CH3:12])=[N:14]1. The catalyst class is: 16. (6) Reactant: [C:1]1([C:7]2([C:13]3[CH:18]=[CH:17][C:16]([OH:19])=[CH:15][CH:14]=3)[CH2:12][CH2:11][CH2:10][CH2:9][O:8]2)[CH:6]=[CH:5][CH:4]=[CH:3][CH:2]=1.[C:20](OC(=O)C)(=[O:22])[CH3:21]. Product: [C:1]1([C:7]2([C:13]3[CH:14]=[CH:15][C:16]([O:19][C:20](=[O:22])[CH3:21])=[CH:17][CH:18]=3)[CH2:12][CH2:11][CH2:10][CH2:9][O:8]2)[CH:2]=[CH:3][CH:4]=[CH:5][CH:6]=1. The catalyst class is: 17. (7) Reactant: [CH2:1]([Li])CCC.C(NC(C)C)(C)C.[N:13]1[CH:18]=[CH:17][CH:16]=[CH:15][C:14]=1[CH2:19][C:20]([O:22][CH2:23][CH3:24])=[O:21].IC. Product: [N:13]1[CH:18]=[CH:17][CH:16]=[CH:15][C:14]=1[CH:19]([CH3:1])[C:20]([O:22][CH2:23][CH3:24])=[O:21]. The catalyst class is: 30. (8) Reactant: [N+]([C:3]1[CH:4]=[C:5]2[C:10](=[CH:11][CH:12]=1)[C:9]([NH2:13])=[N:8][CH:7]=[CH:6]2)#[C-].[NH3:14].[H][H].[CH3:17]O. Product: [NH2:14][CH2:17][C:3]1[CH:4]=[C:5]2[C:10](=[CH:11][CH:12]=1)[C:9]([NH2:13])=[N:8][CH:7]=[CH:6]2. The catalyst class is: 181. (9) Reactant: C([O:3][C:4]([C:6]1[C:7](/[CH:14]=[CH:15]/[N:16](C)C)=[N:8][C:9]([S:12][CH3:13])=[N:10][CH:11]=1)=O)C.C([O-])(=O)C.[NH4+]. Product: [CH3:13][S:12][C:9]1[N:10]=[CH:11][C:6]2[C:4](=[O:3])[NH:16][CH:15]=[CH:14][C:7]=2[N:8]=1. The catalyst class is: 14.